Dataset: Experimentally validated miRNA-target interactions with 360,000+ pairs, plus equal number of negative samples. Task: Binary Classification. Given a miRNA mature sequence and a target amino acid sequence, predict their likelihood of interaction. The miRNA is hsa-miR-515-5p with sequence UUCUCCAAAAGAAAGCACUUUCUG. The protein sequence of the target gene is MPAGVPMSTYLKMFAASLLAMCAGAEVVHRYYRPDLTIPEIPPKRGELKTELLGLKERKHKPQVSQQEELK. Result: 1 (interaction).